This data is from Reaction yield outcomes from USPTO patents with 853,638 reactions. The task is: Predict the reaction yield, written as a fraction of the theoretical maximum amount of product (1.0 means a 100% yield; for example, 0.34 means a 34% yield). (1) The reactants are [Cl:1][C:2]1[C:19]([F:20])=[CH:18][CH:17]=[C:16]([F:21])[C:3]=1[CH2:4][N:5]1[CH2:10][CH2:9][NH:8][C:7]2[N:11]=[CH:12][C:13](I)=[CH:14][C:6]1=2.CC1(C)C(C)(C)OB([C:30]2[CH:31]=[CH:32][C:33]([NH2:36])=[N:34][CH:35]=2)O1. No catalyst specified. The product is [Cl:1][C:2]1[C:19]([F:20])=[CH:18][CH:17]=[C:16]([F:21])[C:3]=1[CH2:4][N:5]1[CH2:10][CH2:9][NH:8][C:7]2[N:11]=[CH:12][C:13]([C:30]3[CH:31]=[CH:32][C:33]([NH2:36])=[N:34][CH:35]=3)=[CH:14][C:6]1=2. The yield is 0.520. (2) The reactants are [O:1]1[CH2:5][CH2:4][CH:3]([OH:6])[CH2:2]1.[C:7](=O)([O:16]N1C(=O)CCC1=O)[O:8][N:9]1[C:13](=[O:14])[CH2:12][CH2:11][C:10]1=[O:15]. The catalyst is C(#N)C. The product is [C:7](=[O:16])([O:6][CH:3]1[CH2:4][CH2:5][O:1][CH2:2]1)[O:8][N:9]1[C:13](=[O:14])[CH2:12][CH2:11][C:10]1=[O:15]. The yield is 0.308. (3) The reactants are Br[C:2]1[CH:7]=[CH:6][N:5]2[N:8]=[C:9]([C:11]3[CH:16]=[CH:15][N:14]=[C:13]([F:17])[CH:12]=3)[N:10]=[C:4]2[CH:3]=1.[C:18](=[O:25])([O:20][C:21]([CH3:24])([CH3:23])[CH3:22])[NH2:19]. No catalyst specified. The product is [C:21]([O:20][C:18](=[O:25])[NH:19][C:2]1[CH:7]=[CH:6][N:5]2[N:8]=[C:9]([C:11]3[CH:16]=[CH:15][N:14]=[C:13]([F:17])[CH:12]=3)[N:10]=[C:4]2[CH:3]=1)([CH3:24])([CH3:23])[CH3:22]. The yield is 0.835.